This data is from Forward reaction prediction with 1.9M reactions from USPTO patents (1976-2016). The task is: Predict the product of the given reaction. Given the reactants [CH3:1][O:2][C:3]1[CH:11]=[C:10]2[C:6]([CH:7]=[CH:8][N:9]2[S:12]([C:15]2[CH:20]=[CH:19][CH:18]=[CH:17][CH:16]=2)(=[O:14])=[O:13])=[C:5]2[CH2:21][N:22](C)[CH2:23][CH2:24][O:25][C:4]=12.CN(C)C1C2C(=CC=CC=2N(C)C)C=CC=1.ClC(OC(Cl)C)=O, predict the reaction product. The product is: [CH3:1][O:2][C:3]1[CH:11]=[C:10]2[C:6]([CH:7]=[CH:8][N:9]2[S:12]([C:15]2[CH:16]=[CH:17][CH:18]=[CH:19][CH:20]=2)(=[O:14])=[O:13])=[C:5]2[CH2:21][NH:22][CH2:23][CH2:24][O:25][C:4]=12.